The task is: Predict the reactants needed to synthesize the given product.. This data is from Full USPTO retrosynthesis dataset with 1.9M reactions from patents (1976-2016). (1) Given the product [CH2:20]([O:19][C:17]([N:14]1[CH2:15][CH2:16][CH:11]([CH2:10][NH:9][C:2]2[C:7]([F:8])=[CH:6][CH:5]=[CH:4][N:3]=2)[CH2:12][CH2:13]1)=[O:18])[C:21]1[CH:26]=[CH:25][CH:24]=[CH:23][CH:22]=1, predict the reactants needed to synthesize it. The reactants are: Cl[C:2]1[C:7]([F:8])=[CH:6][CH:5]=[CH:4][N:3]=1.[NH2:9][CH2:10][CH:11]1[CH2:16][CH2:15][N:14]([C:17]([O:19][CH2:20][C:21]2[CH:26]=[CH:25][CH:24]=[CH:23][CH:22]=2)=[O:18])[CH2:13][CH2:12]1.C(N(C(C)C)CC)(C)C. (2) Given the product [CH2:1]([N:8]1[C:16]2[C:11](=[CH:12][CH:13]=[CH:14][CH:15]=2)[C:10]([O:17][C:18]2[CH:26]=[CH:25][CH:24]=[CH:23][C:19]=2[C:20]([NH:27][CH2:28][CH:29]([OH:30])[C:31]2[CH:36]=[CH:35][CH:34]=[CH:33][CH:32]=2)=[O:21])=[N:9]1)[C:2]1[CH:7]=[CH:6][CH:5]=[CH:4][CH:3]=1, predict the reactants needed to synthesize it. The reactants are: [CH2:1]([N:8]1[C:16]2[C:11](=[CH:12][CH:13]=[CH:14][CH:15]=2)[C:10]([O:17][C:18]2[CH:26]=[CH:25][CH:24]=[CH:23][C:19]=2[C:20](O)=[O:21])=[N:9]1)[C:2]1[CH:7]=[CH:6][CH:5]=[CH:4][CH:3]=1.[NH2:27][CH2:28][CH:29]([C:31]1[CH:36]=[CH:35][CH:34]=[CH:33][CH:32]=1)[OH:30]. (3) Given the product [F:33][C:2]1([F:1])[O:6][C:5]2[CH:7]=[CH:8][C:9]([C:11]3([C:14]([NH:16][CH:17]4[C:31]5[C:26](=[CH:27][C:28]([F:32])=[CH:29][CH:30]=5)[O:25][C:19]5([CH2:24][CH2:23][N:22]([CH2:34][C@@H:35]([OH:36])[CH2:37][OH:38])[CH2:21][CH2:20]5)[CH2:18]4)=[O:15])[CH2:12][CH2:13]3)=[CH:10][C:4]=2[O:3]1, predict the reactants needed to synthesize it. The reactants are: [F:1][C:2]1([F:33])[O:6][C:5]2[CH:7]=[CH:8][C:9]([C:11]3([C:14]([NH:16][CH:17]4[C:31]5[C:26](=[CH:27][C:28]([F:32])=[CH:29][CH:30]=5)[O:25][C:19]5([CH2:24][CH2:23][NH:22][CH2:21][CH2:20]5)[CH2:18]4)=[O:15])[CH2:13][CH2:12]3)=[CH:10][C:4]=2[O:3]1.[CH2:34]1[O:36][C@H:35]1[CH2:37][OH:38]. (4) The reactants are: [F:1][C:2]1[CH:20]=[CH:19][C:5]([CH2:6][NH:7][C@H:8]2[C@H:13]3[O:14][C@H:10]([CH2:11][CH2:12]3)[C@H:9]2[C:15]([O:17][CH3:18])=[O:16])=[CH:4][CH:3]=1.C([O:23][C:24](=O)[CH2:25][C:26]1[N:27]=[S:28]([CH3:40])(=[O:39])[C:29]2[CH:35]=[C:34]([N+:36]([O-:38])=[O:37])[CH:33]=[CH:32][C:30]=2[N:31]=1)C.C(N(CC)CC)C. Given the product [CH3:18][O:17][C:15]([CH:9]1[CH:8]([N:7]([CH2:6][C:5]2[CH:4]=[CH:3][C:2]([F:1])=[CH:20][CH:19]=2)[C:24](=[O:23])[CH2:25][C:26]2[N:27]=[S:28]([CH3:40])(=[O:39])[C:29]3[CH:35]=[C:34]([N+:36]([O-:38])=[O:37])[CH:33]=[CH:32][C:30]=3[N:31]=2)[CH:13]2[O:14][CH:10]1[CH2:11][CH2:12]2)=[O:16], predict the reactants needed to synthesize it.